The task is: Predict the reactants needed to synthesize the given product.. This data is from Full USPTO retrosynthesis dataset with 1.9M reactions from patents (1976-2016). (1) Given the product [N:22]1([C:20]([O:19][C:15]([CH3:18])([CH3:17])[CH3:16])=[O:21])[CH2:26][CH2:25][CH2:24][CH:23]1[C:27]([O:29][C@H:2]1[CH2:11][CH2:10][C:9]2[C:4](=[CH:5][CH:6]=[C:7]([Br:13])[C:8]=2[F:12])[C:3]1=[O:14])=[O:28], predict the reactants needed to synthesize it. The reactants are: Br[CH:2]1[CH2:11][CH2:10][C:9]2[C:4](=[CH:5][CH:6]=[C:7]([Br:13])[C:8]=2[F:12])[C:3]1=[O:14].[C:15]([O:19][C:20]([N:22]1[CH2:26][CH2:25][CH2:24][C@H:23]1[C:27]([OH:29])=[O:28])=[O:21])([CH3:18])([CH3:17])[CH3:16].C(N(CC)CC)C. (2) Given the product [CH2:8]([N:15]1[CH2:6][CH2:5][P:2](=[O:7])([CH3:1])[CH2:3][CH2:4]1)[C:9]1[CH:14]=[CH:13][CH:12]=[CH:11][CH:10]=1, predict the reactants needed to synthesize it. The reactants are: [CH3:1][P:2](=[O:7])([CH:5]=[CH2:6])[CH:3]=[CH2:4].[CH2:8]([NH2:15])[C:9]1[CH:14]=[CH:13][CH:12]=[CH:11][CH:10]=1. (3) Given the product [C:1]([O:5][C:6]([N:8]([CH3:25])[C:9]1[S:10][C:11]2[C:20](=[O:21])[N:31]([CH3:32])[C:30]([NH:29][C:28]3[CH:33]=[CH:34][C:35]([I:37])=[CH:36][C:27]=3[F:26])=[C:14]([C:15]([O:17][CH2:18][CH3:19])=[O:16])[C:12]=2[N:13]=1)=[O:7])([CH3:2])([CH3:3])[CH3:4], predict the reactants needed to synthesize it. The reactants are: [C:1]([O:5][C:6]([N:8]([CH3:25])[C:9]1[S:10][C:11]([C:20](OCC)=[O:21])=[C:12]([CH2:14][C:15]([O:17][CH2:18][CH3:19])=[O:16])[N:13]=1)=[O:7])([CH3:4])([CH3:3])[CH3:2].[F:26][C:27]1[CH:36]=[C:35]([I:37])[CH:34]=[CH:33][C:28]=1[N:29]=[C:30]=[N:31][CH3:32]. (4) Given the product [N:63]1([CH2:69][CH2:70][NH:71][C:25](=[O:26])[C:24]2[CH:23]=[CH:22][C:21]([C:18]3[N:17]=[C:16]4[N:12]([CH2:11][C:7]5[CH:6]=[C:5]6[C:10](=[CH:9][CH:8]=5)[N:1]=[CH:2][CH:3]=[CH:4]6)[N:13]=[N:14][C:15]4=[CH:20][CH:19]=3)=[CH:29][CH:28]=2)[CH2:68][CH2:67][CH2:66][CH2:65][CH2:64]1, predict the reactants needed to synthesize it. The reactants are: [N:1]1[C:10]2[C:5](=[CH:6][C:7]([CH2:11][N:12]3[C:16]4=[N:17][C:18]([C:21]5[CH:29]=[CH:28][C:24]([C:25](O)=[O:26])=[CH:23][CH:22]=5)=[CH:19][CH:20]=[C:15]4[N:14]=[N:13]3)=[CH:8][CH:9]=2)[CH:4]=[CH:3][CH:2]=1.C(N(C(C)C)C(C)C)C.CN(C(ON1N=NC2C=CC=NC1=2)=[N+](C)C)C.F[P-](F)(F)(F)(F)F.[N:63]1([CH2:69][CH2:70][NH2:71])[CH2:68][CH2:67][CH2:66][CH2:65][CH2:64]1. (5) Given the product [C:33]1([C:7]2[C:16]3[C:11](=[CH:12][CH:13]=[CH:14][CH:15]=3)[C:10]([C:17]3[C:30]4[C:25]([CH:24]=[C:23]5[C:18]=3[CH:19]=[CH:20][CH:21]=[CH:22]5)=[CH:26][CH:27]=[CH:28][CH:29]=4)=[CH:9][CH:8]=2)[CH:38]=[CH:37][CH:36]=[CH:35][CH:34]=1, predict the reactants needed to synthesize it. The reactants are: FC(F)(F)S(O[C:7]1[C:16]2[C:11](=[CH:12][CH:13]=[CH:14][CH:15]=2)[C:10]([C:17]2[C:18]3[C:23]([CH:24]=[C:25]4[C:30]=2[CH:29]=[CH:28][CH:27]=[CH:26]4)=[CH:22][CH:21]=[CH:20][CH:19]=3)=[CH:9][CH:8]=1)(=O)=O.[C:33]1(B(O)O)[CH:38]=[CH:37][CH:36]=[CH:35][CH:34]=1.P([O-])([O-])([O-])=O.[K+].[K+].[K+].C1(C(=CC(=CC=1)C)C)C.